From a dataset of Reaction yield outcomes from USPTO patents with 853,638 reactions. Predict the reaction yield, written as a fraction of the theoretical maximum amount of product (1.0 means a 100% yield; for example, 0.34 means a 34% yield). (1) The reactants are [C:1]([C:5]1[O:9][N:8]=[C:7]([NH:10][C:11]([NH:13][C:14]2[CH:19]=[CH:18][CH:17]=[C:16]([SH:20])[CH:15]=2)=[O:12])[CH:6]=1)([CH3:4])([CH3:3])[CH3:2].Cl[C:22]1[C:31]2[C:26](=[CH:27][C:28]([O:39][CH3:40])=[CH:29][C:30]=2[O:32][CH:33]2[CH2:38][CH2:37][O:36][CH2:35][CH2:34]2)[N:25]=[CH:24][N:23]=1.C([O-])([O-])=O.[Cs+].[Cs+]. The catalyst is C(O)(C)C. The product is [C:1]([C:5]1[O:9][N:8]=[C:7]([NH:10][C:11]([NH:13][C:14]2[CH:19]=[CH:18][CH:17]=[C:16]([S:20][C:22]3[C:31]4[C:26](=[CH:27][C:28]([O:39][CH3:40])=[CH:29][C:30]=4[O:32][CH:33]4[CH2:34][CH2:35][O:36][CH2:37][CH2:38]4)[N:25]=[CH:24][N:23]=3)[CH:15]=2)=[O:12])[CH:6]=1)([CH3:4])([CH3:2])[CH3:3]. The yield is 0.220. (2) The reactants are Br[C@@H:2]1[CH2:7][CH2:6][CH2:5][CH2:4][C@H:3]1[O:8][Si:9]([C:12]([CH3:15])([CH3:14])[CH3:13])([CH3:11])[CH3:10].[CH3:16][O:17][C:18](=[O:32])[C:19]([NH:21][C:22]([O:24][CH2:25][C:26]1[CH:31]=[CH:30][CH:29]=[CH:28][CH:27]=1)=[O:23])=[CH2:20].CC(N=NC(C#N)(C)C)(C#N)C.[SnH](CCCC)(CCCC)CCCC. The catalyst is C1C=CC=CC=1. The product is [CH2:25]([O:24][C:22]([NH:21][CH:19]([CH2:20][C@@H:2]1[CH2:7][CH2:6][CH2:5][CH2:4][C@H:3]1[O:8][Si:9]([C:12]([CH3:15])([CH3:14])[CH3:13])([CH3:11])[CH3:10])[C:18]([O:17][CH3:16])=[O:32])=[O:23])[C:26]1[CH:27]=[CH:28][CH:29]=[CH:30][CH:31]=1. The yield is 0.240. (3) The reactants are [CH:1]1([N:6]2[CH2:15][CH2:14][C:13]3[C:8](=[CH:9][CH:10]=[C:11]([C:16]([O-:18])=[O:17])[CH:12]=3)[CH2:7]2)[CH2:5][CH2:4][CH2:3][CH2:2]1.[K+].[CH2:20]([O:24]C(Cl)=O)[CH:21]([CH3:23])[CH3:22]. The catalyst is C1COCC1.CN(C=O)C. The product is [C:20]([O:17][C:16]([C:11]1[CH:12]=[C:13]2[C:8](=[CH:9][CH:10]=1)[CH2:7][N:6]([CH:1]1[CH2:2][CH2:3][CH2:4][CH2:5]1)[CH2:15][CH2:14]2)=[O:18])(=[O:24])[CH:21]([CH3:23])[CH3:22]. The yield is 0.960. (4) The reactants are [OH:1][C:2]1[C:12]([N+:13]([O-])=O)=[CH:11][CH:10]=[CH:9][C:3]=1[C:4]([N:6]([CH3:8])[CH3:7])=[O:5].[H][H]. The catalyst is C(O)C.[Pd]. The product is [NH2:13][C:12]1[C:2]([OH:1])=[C:3]([CH:9]=[CH:10][CH:11]=1)[C:4]([N:6]([CH3:8])[CH3:7])=[O:5]. The yield is 1.00.